Predict the product of the given reaction. From a dataset of Forward reaction prediction with 1.9M reactions from USPTO patents (1976-2016). Given the reactants [Cl-:1].[NH4+:2].C([Al](CC)CC)C.[CH2:10]([O:13][C:14]1[CH:21]=[CH:20][CH:19]=[CH:18][C:15]=1[C:16]#[N:17])[CH2:11][CH3:12], predict the reaction product. The product is: [ClH:1].[CH2:10]([O:13][C:14]1[CH:21]=[CH:20][CH:19]=[CH:18][C:15]=1[C:16]([NH2:2])=[NH:17])[CH2:11][CH3:12].